From a dataset of Peptide-MHC class I binding affinity with 185,985 pairs from IEDB/IMGT. Regression. Given a peptide amino acid sequence and an MHC pseudo amino acid sequence, predict their binding affinity value. This is MHC class I binding data. The peptide sequence is HTTTGRTSL. The MHC is HLA-B58:01 with pseudo-sequence HLA-B58:01. The binding affinity (normalized) is 0.0847.